Dataset: Peptide-MHC class I binding affinity with 185,985 pairs from IEDB/IMGT. Task: Regression. Given a peptide amino acid sequence and an MHC pseudo amino acid sequence, predict their binding affinity value. This is MHC class I binding data. (1) The peptide sequence is WTALMFAAY. The MHC is HLA-B08:02 with pseudo-sequence HLA-B08:02. The binding affinity (normalized) is 0.0847. (2) The peptide sequence is KLLARFLFE. The MHC is HLA-B57:01 with pseudo-sequence HLA-B57:01. The binding affinity (normalized) is 0.0847. (3) The peptide sequence is SALANWKIL. The MHC is HLA-A68:02 with pseudo-sequence HLA-A68:02. The binding affinity (normalized) is 0. (4) The peptide sequence is SMWSFNPET. The MHC is HLA-A02:03 with pseudo-sequence HLA-A02:03. The binding affinity (normalized) is 0.559. (5) The peptide sequence is LEKARGSTY. The MHC is HLA-A68:01 with pseudo-sequence HLA-A68:01. The binding affinity (normalized) is 0. (6) The peptide sequence is FTFGDTALY. The MHC is HLA-A02:03 with pseudo-sequence HLA-A02:03. The binding affinity (normalized) is 0.123.